Dataset: NCI-60 drug combinations with 297,098 pairs across 59 cell lines. Task: Regression. Given two drug SMILES strings and cell line genomic features, predict the synergy score measuring deviation from expected non-interaction effect. (1) Cell line: ACHN. Drug 2: CC1=CC=C(C=C1)C2=CC(=NN2C3=CC=C(C=C3)S(=O)(=O)N)C(F)(F)F. Drug 1: CN1CCC(CC1)COC2=C(C=C3C(=C2)N=CN=C3NC4=C(C=C(C=C4)Br)F)OC. Synergy scores: CSS=22.2, Synergy_ZIP=-2.46, Synergy_Bliss=6.75, Synergy_Loewe=-3.00, Synergy_HSA=7.84. (2) Drug 1: CS(=O)(=O)CCNCC1=CC=C(O1)C2=CC3=C(C=C2)N=CN=C3NC4=CC(=C(C=C4)OCC5=CC(=CC=C5)F)Cl. Drug 2: CS(=O)(=O)OCCCCOS(=O)(=O)C. Cell line: OVCAR-4. Synergy scores: CSS=11.0, Synergy_ZIP=-3.16, Synergy_Bliss=-0.287, Synergy_Loewe=2.40, Synergy_HSA=2.45. (3) Synergy scores: CSS=3.92, Synergy_ZIP=4.92, Synergy_Bliss=2.96, Synergy_Loewe=-3.06, Synergy_HSA=0.517. Cell line: DU-145. Drug 2: C1C(C(OC1N2C=NC(=NC2=O)N)CO)O. Drug 1: C1C(C(OC1N2C=NC3=C2NC=NCC3O)CO)O. (4) Drug 1: CC1=C(N=C(N=C1N)C(CC(=O)N)NCC(C(=O)N)N)C(=O)NC(C(C2=CN=CN2)OC3C(C(C(C(O3)CO)O)O)OC4C(C(C(C(O4)CO)O)OC(=O)N)O)C(=O)NC(C)C(C(C)C(=O)NC(C(C)O)C(=O)NCCC5=NC(=CS5)C6=NC(=CS6)C(=O)NCCC[S+](C)C)O. Drug 2: CC1C(C(CC(O1)OC2CC(CC3=C2C(=C4C(=C3O)C(=O)C5=CC=CC=C5C4=O)O)(C(=O)C)O)N)O. Cell line: IGROV1. Synergy scores: CSS=50.6, Synergy_ZIP=1.44, Synergy_Bliss=1.35, Synergy_Loewe=4.68, Synergy_HSA=5.38. (5) Drug 1: CC1=C(C(=O)C2=C(C1=O)N3CC4C(C3(C2COC(=O)N)OC)N4)N. Drug 2: C(CN)CNCCSP(=O)(O)O. Cell line: HS 578T. Synergy scores: CSS=6.06, Synergy_ZIP=-1.60, Synergy_Bliss=2.41, Synergy_Loewe=-6.79, Synergy_HSA=0.709. (6) Drug 1: CC12CCC3C(C1CCC2=O)CC(=C)C4=CC(=O)C=CC34C. Cell line: SK-OV-3. Synergy scores: CSS=34.5, Synergy_ZIP=5.47, Synergy_Bliss=7.34, Synergy_Loewe=-2.30, Synergy_HSA=6.03. Drug 2: CC(C)NC(=O)C1=CC=C(C=C1)CNNC.Cl. (7) Drug 1: CC1=C2C(C(=O)C3(C(CC4C(C3C(C(C2(C)C)(CC1OC(=O)C(C(C5=CC=CC=C5)NC(=O)OC(C)(C)C)O)O)OC(=O)C6=CC=CC=C6)(CO4)OC(=O)C)O)C)O. Drug 2: CC1C(C(CC(O1)OC2CC(CC3=C2C(=C4C(=C3O)C(=O)C5=CC=CC=C5C4=O)O)(C(=O)C)O)N)O. Cell line: OVCAR-5. Synergy scores: CSS=49.9, Synergy_ZIP=-6.52, Synergy_Bliss=-5.87, Synergy_Loewe=-0.766, Synergy_HSA=0.405. (8) Drug 1: CN(C(=O)NC(C=O)C(C(C(CO)O)O)O)N=O. Drug 2: COCCOC1=C(C=C2C(=C1)C(=NC=N2)NC3=CC=CC(=C3)C#C)OCCOC.Cl. Cell line: CAKI-1. Synergy scores: CSS=18.3, Synergy_ZIP=1.26, Synergy_Bliss=1.26, Synergy_Loewe=-8.76, Synergy_HSA=2.39. (9) Drug 1: C1=CC(=CC=C1CCCC(=O)O)N(CCCl)CCCl. Drug 2: CC(C)CN1C=NC2=C1C3=CC=CC=C3N=C2N. Cell line: HCT116. Synergy scores: CSS=37.2, Synergy_ZIP=-1.10, Synergy_Bliss=-1.45, Synergy_Loewe=-2.07, Synergy_HSA=-1.97.